Dataset: Full USPTO retrosynthesis dataset with 1.9M reactions from patents (1976-2016). Task: Predict the reactants needed to synthesize the given product. (1) Given the product [CH3:25][O:26][C:2]1[N:3]([CH:19]2[CH2:24][CH2:23][CH2:22][CH2:21][O:20]2)[C:4]2[C:9]([N:10]=1)=[C:8]([NH2:11])[N:7]=[C:6]([O:12][CH2:13][CH:14]1[CH2:18][CH2:17][CH2:16][O:15]1)[N:5]=2, predict the reactants needed to synthesize it. The reactants are: Br[C:2]1[N:3]([CH:19]2[CH2:24][CH2:23][CH2:22][CH2:21][O:20]2)[C:4]2[C:9]([N:10]=1)=[C:8]([NH2:11])[N:7]=[C:6]([O:12][CH2:13][CH:14]1[CH2:18][CH2:17][CH2:16][O:15]1)[N:5]=2.[CH3:25][O-:26].[Na+]. (2) The reactants are: Cl[C:2]1[C:3]2[C:10]([C:11]3[CH:16]=[CH:15][CH:14]=[CH:13][CH:12]=3)=[CH:9][S:8][C:4]=2[N:5]=[CH:6][N:7]=1.[NH:17]1[CH2:22][CH2:21][CH:20]([C:23]([OH:25])=[O:24])[CH2:19][CH2:18]1.C(N(CC)CC)C. Given the product [C:11]1([C:10]2[C:3]3[C:2]([N:17]4[CH2:22][CH2:21][CH:20]([C:23]([OH:25])=[O:24])[CH2:19][CH2:18]4)=[N:7][CH:6]=[N:5][C:4]=3[S:8][CH:9]=2)[CH:16]=[CH:15][CH:14]=[CH:13][CH:12]=1, predict the reactants needed to synthesize it. (3) Given the product [CH3:1][O:2][C:3]1[CH:4]=[C:5]([C:9]2[C:10](=[O:27])[N:11]([CH2:24][CH2:25][Br:47])[N:12]=[C:13]([CH2:16][C:17]3[CH:22]=[CH:21][CH:20]=[CH:19][C:18]=3[F:23])[C:14]=2[CH3:15])[CH:6]=[CH:7][CH:8]=1, predict the reactants needed to synthesize it. The reactants are: [CH3:1][O:2][C:3]1[CH:4]=[C:5]([C:9]2[C:10](=[O:27])[N:11]([CH2:24][CH2:25]O)[N:12]=[C:13]([CH2:16][C:17]3[CH:22]=[CH:21][CH:20]=[CH:19][C:18]=3[F:23])[C:14]=2[CH3:15])[CH:6]=[CH:7][CH:8]=1.C1(P(C2C=CC=CC=2)C2C=CC=CC=2)C=CC=CC=1.[Br:47]NC(=O)CCC(N)=O. (4) Given the product [Cl:19][C:20]1[CH:25]=[CH:24][CH:23]=[C:22]([F:26])[C:21]=1[NH:27][C:28]1[N:13]([CH3:14])[C:12]2[C:6]3[CH2:7][C:8]([CH3:11])([CH3:10])[O:9][C:5]=3[C:4]([C:15]([O:17][CH3:18])=[O:16])=[CH:3][C:2]=2[N:1]=1, predict the reactants needed to synthesize it. The reactants are: [NH2:1][C:2]1[CH:3]=[C:4]([C:15]([O:17][CH3:18])=[O:16])[C:5]2[O:9][C:8]([CH3:11])([CH3:10])[CH2:7][C:6]=2[C:12]=1[NH:13][CH3:14].[Cl:19][C:20]1[CH:25]=[CH:24][CH:23]=[C:22]([F:26])[C:21]=1[N:27]=[C:28]=S. (5) Given the product [Br:1][C:2]1[CH:14]=[CH:13][C:5]([N:6]([CH:7]2[CH2:8][CH2:9][CH2:10][CH2:11][CH2:12]2)[CH2:21][C:20]([CH3:22])=[CH2:19])=[C:4]([N+:15]([O-:17])=[O:16])[CH:3]=1, predict the reactants needed to synthesize it. The reactants are: [Br:1][C:2]1[CH:14]=[CH:13][C:5]([NH:6][CH:7]2[CH2:12][CH2:11][CH2:10][CH2:9][CH2:8]2)=[C:4]([N+:15]([O-:17])=[O:16])[CH:3]=1.Br[CH2:19][C:20]([CH3:22])=[CH2:21].[H-].[Na+].